This data is from Catalyst prediction with 721,799 reactions and 888 catalyst types from USPTO. The task is: Predict which catalyst facilitates the given reaction. (1) Reactant: Br[CH2:2][C:3]([N:5]1[CH2:9][CH2:8][CH2:7][C:6]1([C:15]([O:17]CC)=O)[C:10]([O:12][CH2:13][CH3:14])=[O:11])=[O:4].[CH2:20]([NH2:27])[C:21]1[CH:26]=[CH:25][CH:24]=[CH:23][CH:22]=1. Product: [O:17]=[C:15]1[N:27]([CH2:20][C:21]2[CH:26]=[CH:25][CH:24]=[CH:23][CH:22]=2)[CH2:2][C:3](=[O:4])[N:5]2[CH2:9][CH2:8][CH2:7][C:6]12[C:10]([O:12][CH2:13][CH3:14])=[O:11]. The catalyst class is: 10. (2) Reactant: [C:1]1([C:7]2[CH:8]=[C:9]([C:16]([OH:18])=[O:17])[S:10][C:11]=2[C:12]([F:15])([F:14])[F:13])[CH:6]=[CH:5][CH:4]=[CH:3][CH:2]=1.O/[N:20]=[C:21](/[C:23]1[CH:40]=[CH:39][C:26]([CH2:27][N:28]2[CH2:31][CH:30]([C:32]([O:34][C:35]([CH3:38])([CH3:37])[CH3:36])=[O:33])[CH2:29]2)=[CH:25][CH:24]=1)\[NH2:22].C1C=CC2N(O)N=NC=2C=1.CCN(C(C)C)C(C)C.C(Cl)CCl. Product: [C:1]1([C:7]2[CH:8]=[C:9]([C:16]([O:18]/[N:20]=[C:21](/[C:23]3[CH:40]=[CH:39][C:26]([CH2:27][N:28]4[CH2:31][CH:30]([C:32]([O:34][C:35]([CH3:36])([CH3:38])[CH3:37])=[O:33])[CH2:29]4)=[CH:25][CH:24]=3)\[NH2:22])=[O:17])[S:10][C:11]=2[C:12]([F:14])([F:15])[F:13])[CH:2]=[CH:3][CH:4]=[CH:5][CH:6]=1. The catalyst class is: 9. (3) The catalyst class is: 3. Product: [NH:62]1[C:58]([CH2:57][CH2:56][C@@H:40]([NH:39][C:7]([C:5]2[S:6][C:2]([Cl:1])=[CH:3][CH:4]=2)=[O:9])[C:41](=[O:42])[NH:43][C:44]2[CH:55]=[CH:54][C:47]3[CH2:48][CH2:49][N:50]([CH3:53])[CH2:51][CH2:52][C:46]=3[CH:45]=2)=[N:59][N:60]=[N:61]1. Reactant: [Cl:1][C:2]1[S:6][C:5]([C:7]([OH:9])=O)=[CH:4][CH:3]=1.CN(C(ON1N=NC2C=CC=CC1=2)=[N+](C)C)C.[B-](F)(F)(F)F.CN1CCOCC1.[NH2:39][C@H:40]([CH2:56][CH2:57][C:58]1[NH:62][N:61]=[N:60][N:59]=1)[C:41]([NH:43][C:44]1[CH:55]=[CH:54][C:47]2[CH2:48][CH2:49][N:50]([CH3:53])[CH2:51][CH2:52][C:46]=2[CH:45]=1)=[O:42].C(O)(C(F)(F)F)=O. (4) Reactant: [N+:1]([C:4]1[CH:11]=[CH:10][C:7]([CH:8]=O)=[C:6]([F:12])[CH:5]=1)([O-:3])=[O:2].[C:13]([CH2:18][CH:19]=P(C1C=CC=CC=1)(C1C=CC=CC=1)C1C=CC=CC=1)([O:15][CH2:16][CH3:17])=[O:14].CCCCCCC. Product: [F:12][C:6]1[CH:5]=[C:4]([N+:1]([O-:3])=[O:2])[CH:11]=[CH:10][C:7]=1/[CH:8]=[C:18](\[CH3:19])/[C:13]([O:15][CH2:16][CH3:17])=[O:14]. The catalyst class is: 11. (5) Reactant: [OH:1][C:2]1[CH:3]=[CH:4][C:5]2[N:6]([CH:8]=[C:9]([NH:11][C:12]([CH:14]3[CH2:16][CH2:15]3)=[O:13])[N:10]=2)[CH:7]=1.F[C:18]1[CH:23]=[CH:22][C:21]([N+:24]([O-:26])=[O:25])=[CH:20][C:19]=1[F:27].C(=O)([O-])[O-].[Cs+].[Cs+].O. Product: [F:27][C:19]1[CH:20]=[C:21]([N+:24]([O-:26])=[O:25])[CH:22]=[CH:23][C:18]=1[O:1][C:2]1[CH:3]=[CH:4][C:5]2[N:6]([CH:8]=[C:9]([NH:11][C:12]([CH:14]3[CH2:15][CH2:16]3)=[O:13])[N:10]=2)[CH:7]=1. The catalyst class is: 16.